Dataset: Experimentally validated miRNA-target interactions with 360,000+ pairs, plus equal number of negative samples. Task: Binary Classification. Given a miRNA mature sequence and a target amino acid sequence, predict their likelihood of interaction. (1) The miRNA is hsa-miR-4704-3p with sequence UCAGUCACAUAUCUAGUGUCUA. The protein sequence of the target gene is MFRRARLSVKPNVRPGVGTRGSAAPNPQRGPEAPRPPEPATESAPKPAEPTDVPAVDSGGAEPQEQAPGSSDEKTGDKNNAAESSTLSSASSQRRKRVSSTSSLVQPSGSAPSQSRPLSTVDHDAPQPNPTPAKEKQPCSDRYRIYKARKLREMLKEELRKEKKQWKNKFSTNESQRPPDRSKMTMRDFIYYLPDNNPMTSSVEQEKKPEKSLAPTPTRDRQENQSTQDANDNEDVEEEVDDGPLLVPRVKVAEDGSIILDEESLTVEVLRTKGPCVVEENDPIFERGSTTTYSSFRKNY.... Result: 0 (no interaction). (2) The miRNA is hsa-miR-652-5p with sequence CAACCCUAGGAGAGGGUGCCAUUCA. The protein sequence of the target gene is MSDKSDLKAELERKKQRLAQIREEKKRKEEERKKKEADMQQKKEPVQDDSDLDRKRRETEALLQSIGISPEPPLVPTPMSPSSKSVSTPSDAGSQDSGDLGPLTRTLQWDTDPSVLQLQSDSELGRRLHKLGVSKVTQVDFLPREVVSYSKETQTPLATHQSEEDEEDEEMVEPKIGHDSELENQEKKQETKEAPPRELTEEEKQQILHSEEFLIFFDRTIRVIERALAEDSDIFFDYSGRELEEKDGDVQAGANLSFNRQFYDEHWSKHRVVTCMDWSLQYPELMVASYSNNEDAPHEP.... Result: 0 (no interaction). (3) The miRNA is hsa-miR-92a-3p with sequence UAUUGCACUUGUCCCGGCCUGU. The protein sequence of the target gene is MESDFYLRYYVGHKGKFGHEFLEFEFRPDGKLRYANNSNYKNDVMIRKEAYVHKSVMEELKRIIDDSEITKEDDALWPPPDRVGRQELEIVIGDEHISFTTSKIGSLIDVNQSKDPEGLRVFYYLVQDLKCLVFSLIGLHFKIKPI. Result: 0 (no interaction). (4) The miRNA is hsa-miR-1262 with sequence AUGGGUGAAUUUGUAGAAGGAU. The protein sequence of the target gene is MAIFSVYVVNKAGGLIYQLDSYAPRAEAEKTFSYPLDLLLKLHDERVLVAFGQRDGIRVGHAVLAINGMDVNGRYTADGKEVLEYLGNPANYPVSIRFGRPRLTSNEKLMLASMFHSLFAIGSQLSPEQGSSGIEMLETDTFKLHCYQTLTGIKFVVLADPRQAGIDSLLRKIYEIYSDFALKNPFYSLEMPIRCELFDQNLKLALEVAEKAGTFGPGS. Result: 0 (no interaction).